The task is: Predict the reactants needed to synthesize the given product.. This data is from Full USPTO retrosynthesis dataset with 1.9M reactions from patents (1976-2016). (1) Given the product [ClH:21].[CH3:1][O:2][C:3]1[CH:4]=[CH:5][C:6]([S:9]([C:12]2[CH:17]=[CH:16][C:15]([CH2:18][CH2:19][NH:22][CH2:23][C@H:24]([OH:33])[CH2:25][O:26][C:27]3[CH:32]=[CH:31][CH:30]=[CH:29][CH:28]=3)=[CH:14][CH:13]=2)(=[O:11])=[O:10])=[CH:7][CH:8]=1, predict the reactants needed to synthesize it. The reactants are: [CH3:1][O:2][C:3]1[CH:8]=[CH:7][C:6]([S:9]([C:12]2[CH:17]=[CH:16][C:15]([CH2:18][CH:19]=O)=[CH:14][CH:13]=2)(=[O:11])=[O:10])=[CH:5][CH:4]=1.[ClH:21].[NH2:22][CH2:23][C@H:24]([OH:33])[CH2:25][O:26][C:27]1[CH:32]=[CH:31][CH:30]=[CH:29][CH:28]=1.C(O[BH-](OC(=O)C)OC(=O)C)(=O)C.[Na+].[OH-].[Na+]. (2) Given the product [F:43][C:41]1[CH:40]=[C:4]([CH:3]=[C:2]([F:1])[CH:42]=1)[CH2:5][C@H:6]1[C@@H:10]([C@H:12]2[CH2:21][C:20]3[C:15](=[C:16]([O:22][Si:23]([CH:30]([CH3:32])[CH3:31])([CH:24]([CH3:25])[CH3:26])[CH:27]([CH3:29])[CH3:28])[CH:17]=[CH:18][CH:19]=3)[CH2:14][N:13]2[C:33]([O:35][C:36]([CH3:39])([CH3:38])[CH3:37])=[O:34])[O:11][C:66](=[O:51])[NH:63]1, predict the reactants needed to synthesize it. The reactants are: [F:1][C:2]1[CH:3]=[C:4]([CH:40]=[C:41]([F:43])[CH:42]=1)[CH2:5][C@@H:6]([C@@H:10]([CH:12]1[CH2:21][C:20]2[C:15](=[C:16]([O:22][Si:23]([CH:30]([CH3:32])[CH3:31])([CH:27]([CH3:29])[CH3:28])[CH:24]([CH3:26])[CH3:25])[CH:17]=[CH:18][CH:19]=2)[CH2:14][N:13]1[C:33]([O:35][C:36]([CH3:39])([CH3:38])[CH3:37])=[O:34])[OH:11])C(O)=O.C1(P(N=[N+]=[N-])(C2C=CC=CC=2)=[O:51])C=CC=CC=1.C([N:63]([CH2:66]C)CC)C.